This data is from Forward reaction prediction with 1.9M reactions from USPTO patents (1976-2016). The task is: Predict the product of the given reaction. Given the reactants S(Cl)(Cl)=O.[F:5][C:6]1[CH:14]=[C:13]([N+:15]([O-:17])=[O:16])[CH:12]=[CH:11][C:7]=1[C:8](O)=[O:9].[CH3:18][NH2:19], predict the reaction product. The product is: [CH3:18][NH:19][C:8](=[O:9])[C:7]1[CH:11]=[CH:12][C:13]([N+:15]([O-:17])=[O:16])=[CH:14][C:6]=1[F:5].